From a dataset of Full USPTO retrosynthesis dataset with 1.9M reactions from patents (1976-2016). Predict the reactants needed to synthesize the given product. (1) Given the product [CH3:27][O:26][C:21]1[CH:22]=[CH:23][CH:24]=[CH:25][C:20]=1[CH2:19][O:18][CH2:17][CH2:16][CH2:15][O:14][C:11]1[CH:12]=[CH:13][C:8]([CH:7]2[CH2:6][CH2:5][N:4]([C:28]([O:30][C:31]([CH3:34])([CH3:33])[CH3:32])=[O:29])[CH2:3][CH:2]2[O:1][CH2:36][C:37]2[CH:46]=[C:45]3[C:40]([CH:41]=[CH:42][C:43](=[O:52])[N:44]3[CH2:47][CH2:48][CH2:49][O:50][CH3:51])=[CH:39][CH:38]=2)=[CH:9][CH:10]=1, predict the reactants needed to synthesize it. The reactants are: [OH:1][CH:2]1[CH:7]([C:8]2[CH:13]=[CH:12][C:11]([O:14][CH2:15][CH2:16][CH2:17][O:18][CH2:19][C:20]3[CH:25]=[CH:24][CH:23]=[CH:22][C:21]=3[O:26][CH3:27])=[CH:10][CH:9]=2)[CH2:6][CH2:5][N:4]([C:28]([O:30][C:31]([CH3:34])([CH3:33])[CH3:32])=[O:29])[CH2:3]1.Cl[CH2:36][C:37]1[CH:46]=[C:45]2[C:40]([CH:41]=[CH:42][C:43](=[O:52])[N:44]2[CH2:47][CH2:48][CH2:49][O:50][CH3:51])=[CH:39][CH:38]=1. (2) Given the product [Br:1][C:2]1[CH:3]=[C:4]([CH:7]=[CH:8][CH:9]=1)[CH2:5][C:11]1[O:10][CH:14]=[CH:13][CH:12]=1, predict the reactants needed to synthesize it. The reactants are: [Br:1][C:2]1[CH:3]=[C:4]([CH:7]=[CH:8][CH:9]=1)[CH2:5]Br.[O:10]1[CH:14]=[CH:13][CH:12]=[CH:11]1.[Li]CCCC. (3) Given the product [Cl:15][C:12]1[CH:13]=[CH:14][C:9]([CH:7]2[CH2:8][CH:6]2[C:4]([OH:17])=[O:5])=[CH:10][CH:11]=1, predict the reactants needed to synthesize it. The reactants are: CON(C)[C:4]([CH:6]1[CH2:8][CH:7]1[C:9]1[CH:14]=[CH:13][C:12]([Cl:15])=[CH:11][CH:10]=1)=[O:5].[OH2:17].[OH-].[Na+]. (4) Given the product [CH2:51]([O:50][C:43]1[N:42]=[CH:41][C:40]([NH:39][C:37](=[O:38])[CH2:36][C:33]2[CH:34]=[CH:35][C:30]([C:8]3[CH:7]=[N:6][C:5]([O:19][CH2:20][C:21]4[CH:22]=[CH:23][C:24]([O:27][CH3:28])=[CH:25][CH:26]=4)=[C:4]([O:3][CH2:1][CH3:2])[CH:9]=3)=[CH:31][C:32]=2[F:53])=[CH:45][C:44]=1[C:46]([F:47])([F:49])[F:48])[CH3:52], predict the reactants needed to synthesize it. The reactants are: [CH2:1]([O:3][C:4]1[C:5]([O:19][CH2:20][C:21]2[CH:26]=[CH:25][C:24]([O:27][CH3:28])=[CH:23][CH:22]=2)=[N:6][CH:7]=[C:8](B2OC(C)(C)C(C)(C)O2)[CH:9]=1)[CH3:2].Br[C:30]1[CH:35]=[CH:34][C:33]([CH2:36][C:37]([NH:39][C:40]2[CH:41]=[N:42][C:43]([O:50][CH2:51][CH3:52])=[C:44]([C:46]([F:49])([F:48])[F:47])[CH:45]=2)=[O:38])=[C:32]([F:53])[CH:31]=1.C([O-])([O-])=O.[Cs+].[Cs+]. (5) Given the product [Cl:1][C:2]1[CH:7]=[CH:6][C:5]([O:8][CH2:17][C:18]2[CH:25]=[CH:24][CH:23]=[C:22]([N+:26]([O-:28])=[O:27])[C:19]=2[C:20]#[N:21])=[C:4]([CH3:9])[CH:3]=1, predict the reactants needed to synthesize it. The reactants are: [Cl:1][C:2]1[CH:7]=[CH:6][C:5]([OH:8])=[C:4]([CH3:9])[CH:3]=1.C(=O)([O-])[O-].[K+].[K+].Br[CH2:17][C:18]1[CH:25]=[CH:24][CH:23]=[C:22]([N+:26]([O-:28])=[O:27])[C:19]=1[C:20]#[N:21]. (6) The reactants are: C1C(/C=C/C(C2C=CC(O)=CC=2O)=O)=CC=C(O)C=1.C1C([C@H]2OC3C=C(O)C=CC=3C(=O)C2)=CC=C(O)C=1.[CH:39]1[C:44]([C@H:45]2[O:55][C:54]3[CH:53]=[C:52]([OH:56])[CH:51]=[C:50]([OH:57])[C:49]=3[C:47](=[O:48])[CH2:46]2)=[CH:43][CH:42]=[C:41]([OH:58])[CH:40]=1.C1C(C2C(=O)C3C(O)=CC(O)=CC=3OC=2)=CC=C(O)C=1. Given the product [CH:39]1[C:44](/[CH:45]=[CH:46]/[C:47]([C:49]2[C:50]([OH:57])=[CH:51][C:52]([OH:56])=[CH:53][C:54]=2[OH:55])=[O:48])=[CH:43][CH:42]=[C:41]([OH:58])[CH:40]=1, predict the reactants needed to synthesize it. (7) Given the product [CH3:25][C:23]1[CH:24]=[C:19]([O:18][CH:14]([C:11]2[S:10][C:9]([C:7]([NH:6][CH2:5][CH2:4][C:3]([OH:37])=[O:2])=[O:8])=[CH:13][CH:12]=2)[CH2:15][CH3:16])[CH:20]=[C:21]([CH3:36])[C:22]=1[C:26]1[CH:31]=[CH:30][C:29]([C:32]([F:33])([F:34])[F:35])=[CH:28][CH:27]=1, predict the reactants needed to synthesize it. The reactants are: C[O:2][C:3](=[O:37])[CH2:4][CH2:5][NH:6][C:7]([C:9]1[S:10][C:11]([CH:14]([O:18][C:19]2[CH:24]=[C:23]([CH3:25])[C:22]([C:26]3[CH:31]=[CH:30][C:29]([C:32]([F:35])([F:34])[F:33])=[CH:28][CH:27]=3)=[C:21]([CH3:36])[CH:20]=2)[CH:15](C)[CH3:16])=[CH:12][CH:13]=1)=[O:8].[OH-].[Li+].Cl. (8) Given the product [C:1]([CH2:3][C:4]1[CH:5]=[CH:6][C:7]([O:29][CH3:30])=[C:8]([C:10]2[CH:15]=[CH:14][C:13]([C:16]([F:18])([F:19])[F:17])=[CH:12][C:11]=2[CH2:20][N:21]([CH2:27][CH3:28])[C:22]([CH:24]2[CH2:25][CH2:26]2)=[O:23])[CH:9]=1)(=[O:32])[NH2:2], predict the reactants needed to synthesize it. The reactants are: [C:1]([CH2:3][C:4]1[CH:5]=[CH:6][C:7]([O:29][CH3:30])=[C:8]([C:10]2[CH:15]=[CH:14][C:13]([C:16]([F:19])([F:18])[F:17])=[CH:12][C:11]=2[CH2:20][N:21]([CH2:27][CH3:28])[C:22]([CH:24]2[CH2:26][CH2:25]2)=[O:23])[CH:9]=1)#[N:2].C(=O)([O-])[O-:32].[K+].[K+].OO. (9) Given the product [Cl:1][C:2]1[CH:7]=[CH:6][C:5]([C@H:8]([C:19]2[CH:24]=[CH:23][CH:22]=[CH:21][CH:20]=2)[CH2:9][C:10]([C:12]2[CH:17]=[CH:16][N:15]=[C:14]([CH3:18])[CH:13]=2)=[N:27][OH:28])=[C:4]([CH3:25])[CH:3]=1, predict the reactants needed to synthesize it. The reactants are: [Cl:1][C:2]1[CH:7]=[CH:6][C:5]([C@H:8]([C:19]2[CH:24]=[CH:23][CH:22]=[CH:21][CH:20]=2)[CH2:9][C:10]([C:12]2[CH:17]=[CH:16][N:15]=[C:14]([CH3:18])[CH:13]=2)=O)=[C:4]([CH3:25])[CH:3]=1.Cl.[NH2:27][OH:28].C(=O)([O-])O.[Na+]. (10) Given the product [CH2:1]([O:3][C:4]([N:6]1[C:15]2[C:10](=[N:11][C:12]([O:16][CH3:17])=[CH:13][CH:14]=2)[C@@H:9]([NH:18][C:19]2[N:24]=[CH:23][C:22]([N:55]3[CH2:60][CH2:59][O:58][CH2:57][CH2:56]3)=[CH:21][N:20]=2)[CH2:8][C@H:7]1[CH2:26][CH3:27])=[O:5])[CH3:2], predict the reactants needed to synthesize it. The reactants are: [CH2:1]([O:3][C:4]([N:6]1[C:15]2[C:10](=[N:11][C:12]([O:16][CH3:17])=[CH:13][CH:14]=2)[C@@H:9]([NH:18][C:19]2[N:24]=[CH:23][C:22](Br)=[CH:21][N:20]=2)[CH2:8][C@H:7]1[CH2:26][CH3:27])=[O:5])[CH3:2].CC(C)([O-])C.[Na+].C(P(C(C)(C)C)C1C=CC=CC=1C1C=CC=CC=1)(C)(C)C.[NH:55]1[CH2:60][CH2:59][O:58][CH2:57][CH2:56]1.